Dataset: Catalyst prediction with 721,799 reactions and 888 catalyst types from USPTO. Task: Predict which catalyst facilitates the given reaction. (1) Reactant: [CH2:1]([N:3]1[C:7]2=[N:8][C:9]([CH2:42][CH3:43])=[C:10]([CH2:19][NH:20][C:21](=[O:41])[CH2:22][C:23]([NH:25][CH2:26][C:27]3[CH:28]=[C:29]([C:33]4[CH:38]=[CH:37][CH:36]=[C:35]([CH:39]=O)[CH:34]=4)[CH:30]=[CH:31][CH:32]=3)=[O:24])[C:11]([NH:12][CH:13]3[CH2:18][CH2:17][O:16][CH2:15][CH2:14]3)=[C:6]2[CH:5]=[N:4]1)[CH3:2].[CH3:44][C@@H:45]1[CH2:50][NH:49][CH2:48][CH2:47][N:46]1C(OC(C)(C)C)=O.[BH-](OC(C)=O)(OC(C)=O)OC(C)=O.[Na+].CC(O)=O.C(O)(C(F)(F)F)=O. Product: [CH2:1]([N:3]1[C:7]2=[N:8][C:9]([CH2:42][CH3:43])=[C:10]([CH2:19][NH:20][C:21](=[O:41])[CH2:22][C:23]([NH:25][CH2:26][C:27]3[CH:28]=[C:29]([C:33]4[CH:38]=[CH:37][CH:36]=[C:35]([CH2:39][N:49]5[CH2:48][CH2:47][NH:46][C@H:45]([CH3:44])[CH2:50]5)[CH:34]=4)[CH:30]=[CH:31][CH:32]=3)=[O:24])[C:11]([NH:12][CH:13]3[CH2:18][CH2:17][O:16][CH2:15][CH2:14]3)=[C:6]2[CH:5]=[N:4]1)[CH3:2]. The catalyst class is: 633. (2) Reactant: [CH:1]([C:3]1[CH:4]=[C:5]([CH:10]=[CH:11][C:12]=1O)[C:6]([O:8][CH3:9])=[O:7])=[O:2].[CH2:14]([C:16]1[CH:21]=[CH:20][C:19]([Li])=[CH:18][CH:17]=1)[CH3:15].C([Li])(C)(C)C.BrC1C=CC(CC)=CC=1.[Cl-].[NH4+]. Product: [CH2:14]([C:16]1[CH:21]=[CH:20][C:19]([CH:1]([OH:2])[C:3]2[CH:4]=[C:5]([CH:10]=[CH:11][CH:12]=2)[C:6]([O:8][CH3:9])=[O:7])=[CH:18][CH:17]=1)[CH3:15]. The catalyst class is: 7.